This data is from Forward reaction prediction with 1.9M reactions from USPTO patents (1976-2016). The task is: Predict the product of the given reaction. Given the reactants Cl[C:2]1[CH:7]=[C:6]([N:8]2[CH2:13][CH2:12][O:11][CH2:10][CH2:9]2)[N:5]=[C:4]([NH:14][C@H:15]([C:17]2[CH:22]=[CH:21][C:20]([F:23])=[CH:19][N:18]=2)[CH3:16])[N:3]=1.[CH3:24][C:25]1[S:29][C:28]([NH2:30])=[N:27][CH:26]=1, predict the reaction product. The product is: [F:23][C:20]1[CH:21]=[CH:22][C:17]([C@@H:15]([NH:14][C:4]2[N:3]=[C:2]([NH:30][C:28]3[S:29][C:25]([CH3:24])=[CH:26][N:27]=3)[CH:7]=[C:6]([N:8]3[CH2:13][CH2:12][O:11][CH2:10][CH2:9]3)[N:5]=2)[CH3:16])=[N:18][CH:19]=1.